From a dataset of Catalyst prediction with 721,799 reactions and 888 catalyst types from USPTO. Predict which catalyst facilitates the given reaction. (1) Reactant: Cl[C:2]1[C:3]([N+:9]([O-:11])=[O:10])=[C:4]([CH:6]=[CH:7][CH:8]=1)[NH2:5].[SH:12][CH2:13][CH2:14][OH:15].C(=O)([O-])[O-].[K+].[K+]. Product: [NH2:5][C:4]1[C:3]([N+:9]([O-:11])=[O:10])=[C:2]([S:12][CH2:13][CH2:14][OH:15])[CH:8]=[CH:7][CH:6]=1. The catalyst class is: 3. (2) Reactant: [Cl:1][C:2]1[CH:3]=[CH:4][C:5]2[N:11]3[C:12]([C:15]([F:18])([F:17])[F:16])=[N:13][N:14]=[C:10]3[C@@H:9]([CH2:19][C:20](OCC)=[O:21])[O:8][C@H:7]([C:25]3[CH:30]=[CH:29][CH:28]=[C:27]([O:31][CH3:32])[C:26]=3[O:33][CH3:34])[C:6]=2[CH:35]=1.[BH4-].[Li+].O. Product: [Cl:1][C:2]1[CH:3]=[CH:4][C:5]2[N:11]3[C:12]([C:15]([F:18])([F:17])[F:16])=[N:13][N:14]=[C:10]3[C@@H:9]([CH2:19][CH2:20][OH:21])[O:8][C@H:7]([C:25]3[CH:30]=[CH:29][CH:28]=[C:27]([O:31][CH3:32])[C:26]=3[O:33][CH3:34])[C:6]=2[CH:35]=1. The catalyst class is: 7. (3) Reactant: [Cl:1][C:2]1[CH:7]=[CH:6][C:5]([C:8]2[O:12][N:11]=[CH:10][C:9]=2[CH2:13][CH2:14][C:15](OC)=[O:16])=[CH:4][CH:3]=1.[H-].C([Al+]CC(C)C)C(C)C.Cl. Product: [Cl:1][C:2]1[CH:3]=[CH:4][C:5]([C:8]2[O:12][N:11]=[CH:10][C:9]=2[CH2:13][CH2:14][CH2:15][OH:16])=[CH:6][CH:7]=1. The catalyst class is: 7. (4) Reactant: [NH:1]1[C:9]2[C:4](=[CH:5][CH:6]=[CH:7][CH:8]=2)[C:3]2([C:13]3=[CH:14][C:15]4[O:19][CH2:18][O:17][C:16]=4[CH:20]=[C:12]3[O:11][CH2:10]2)[C:2]1=[O:21].[CH:22]([N:25]1[C:29]([CH3:30])=[CH:28][C:27]([CH2:31]O)=[C:26]1[CH3:33])([CH3:24])[CH3:23].C(P(CCCC)CCCC)CCC.N(C(OCC)=O)=NC(OCC)=O. Product: [CH3:33][C:26]1[N:25]([CH:22]([CH3:24])[CH3:23])[C:29]([CH3:30])=[CH:28][C:27]=1[CH2:31][N:1]1[C:9]2[C:4](=[CH:5][CH:6]=[CH:7][CH:8]=2)[C:3]2([C:13]3=[CH:14][C:15]4[O:19][CH2:18][O:17][C:16]=4[CH:20]=[C:12]3[O:11][CH2:10]2)[C:2]1=[O:21]. The catalyst class is: 7. (5) Reactant: [OH:1][CH2:2][CH2:3][C:4]1([CH2:17][CH2:18][OH:19])[CH2:9][CH2:8][N:7]([C:10]([O:12][C:13]([CH3:16])([CH3:15])[CH3:14])=[O:11])[CH2:6][CH2:5]1.[CH3:20][S:21](Cl)(=[O:23])=[O:22].C(O)(=O)CC(CC(O)=O)(C(O)=O)O. Product: [CH3:20][S:21]([O:1][CH2:2][CH2:3][C:4]1([CH2:17][CH2:18][O:19][S:21]([CH3:20])(=[O:23])=[O:22])[CH2:9][CH2:8][N:7]([C:10]([O:12][C:13]([CH3:15])([CH3:14])[CH3:16])=[O:11])[CH2:6][CH2:5]1)(=[O:23])=[O:22]. The catalyst class is: 64. (6) Reactant: C([O:4][C:5]1[CH:6]=[C:7]2[C:12](=[CH:13][C:14]=1[O:15][CH3:16])[N:11]=[C:10]([C:17]1[CH:22]=[CH:21][CH:20]=[C:19]([C:23]3[CH:28]=[CH:27][CH:26]=[CH:25][CH:24]=3)[CH:18]=1)[N:9]=[C:8]2[NH:29][C:30]1[CH:31]=[C:32]2[C:36](=[CH:37][CH:38]=1)[N:35]([C:39]([O:41][C:42]([CH3:45])([CH3:44])[CH3:43])=[O:40])[N:34]=[CH:33]2)(=O)C.[NH4+].[OH-]. Product: [C:23]1([C:19]2[CH:18]=[C:17]([C:10]3[N:9]=[C:8]([NH:29][C:30]4[CH:31]=[C:32]5[C:36](=[CH:37][CH:38]=4)[N:35]([C:39]([O:41][C:42]([CH3:43])([CH3:44])[CH3:45])=[O:40])[N:34]=[CH:33]5)[C:7]4[C:12](=[CH:13][C:14]([O:15][CH3:16])=[C:5]([OH:4])[CH:6]=4)[N:11]=3)[CH:22]=[CH:21][CH:20]=2)[CH:24]=[CH:25][CH:26]=[CH:27][CH:28]=1. The catalyst class is: 5.